This data is from Forward reaction prediction with 1.9M reactions from USPTO patents (1976-2016). The task is: Predict the product of the given reaction. (1) The product is: [C:1]([O:5][C:6]([N:8]1[CH2:13][CH2:12][CH:11]([O:48][C:34]2[C:33]3[C:37](=[CH:38][CH:39]=[CH:40][C:32]=3[F:31])[N:36]([C:41]3[CH:46]=[CH:45][CH:44]=[CH:43][C:42]=3[F:47])[N:35]=2)[CH2:10][CH2:9]1)=[O:7])([CH3:4])([CH3:2])[CH3:3]. Given the reactants [C:1]([O:5][C:6]([N:8]1[CH2:13][CH2:12][CH:11](OC2C3C(=CC=CC=3)N(C3C=CC(Cl)=CC=3)N=2)[CH2:10][CH2:9]1)=[O:7])([CH3:4])([CH3:3])[CH3:2].[F:31][C:32]1[CH:40]=[CH:39][CH:38]=[C:37]2[C:33]=1[C:34]([OH:48])=[N:35][N:36]2[C:41]1[CH:46]=[CH:45][CH:44]=[CH:43][C:42]=1[F:47].CCN(P1(N(CC2C=CC=CC=2)CCCN1C)=NC(C)(C)C)CC.C=CC1C=CC=CC=1.C=CC1C=CC(C=C)=CC=1.C(OC(N1CCC(OS(C)(=O)=O)CC1)=O)(C)(C)C, predict the reaction product. (2) Given the reactants [CH2:1]([C:4]1([CH2:10][CH2:11][OH:12])[O:9][CH2:8][CH2:7][CH2:6][O:5]1)CC.[C:13](OCC)(=O)[CH2:14]C(C)=O, predict the reaction product. The product is: [CH3:1][C:4]1([CH2:10][CH2:11][OH:12])[O:5][CH2:6][C:7]2([CH2:14][CH2:13]2)[CH2:8][O:9]1. (3) Given the reactants [Br:1][C:2]1[CH:8]=[CH:7][C:5]([NH2:6])=[C:4]([F:9])[CH:3]=1.C(N1[CH:21]=[CH:20][N:19]=[CH:18]1)([N:19]1[CH:20]=[CH:21]N=[CH:18]1)=S.[CH3:22][C:23]1[CH:28]=[C:27](C)[CH:26]=C(N)[C:24]=1[OH:31].CN(C)CCCN=C=NCC, predict the reaction product. The product is: [Br:1][C:2]1[CH:8]=[CH:7][C:5]([NH:6][C:18]2[O:31][C:24]3[C:23]([CH3:22])=[CH:28][C:27]([CH3:26])=[CH:21][C:20]=3[N:19]=2)=[C:4]([F:9])[CH:3]=1. (4) Given the reactants [Cl:1][C:2]1[CH:3]=[CH:4][C:5]([O:17][CH2:18][C:19]2[CH:24]=[CH:23][CH:22]=[CH:21][CH:20]=2)=[C:6]([CH2:8][C:9]2[O:13][C:12]([C:14]([NH2:16])=[O:15])=[CH:11][CH:10]=2)[CH:7]=1.CO[CH:27](OC)[N:28]([CH3:30])[CH3:29], predict the reaction product. The product is: [Cl:1][C:2]1[CH:3]=[CH:4][C:5]([O:17][CH2:18][C:19]2[CH:24]=[CH:23][CH:22]=[CH:21][CH:20]=2)=[C:6]([CH2:8][C:9]2[O:13][C:12]([C:14](/[N:16]=[CH:27]/[N:28]([CH3:30])[CH3:29])=[O:15])=[CH:11][CH:10]=2)[CH:7]=1. (5) Given the reactants [Cl:1][C:2]1[CH:29]=[CH:28][C:5]([C:6]([N:8]2[CH2:14][C:13]3[CH:15]=[CH:16][CH:17]=[CH:18][C:12]=3[N:11]([CH2:19][CH2:20][CH:21]3[CH2:26][CH2:25][NH:24][CH2:23][CH2:22]3)[C:10](=[O:27])[CH2:9]2)=[O:7])=[CH:4][CH:3]=1.CS[C:32]1[NH:33][CH2:34][CH2:35][N:36]=1.C(N(CC)CC)C, predict the reaction product. The product is: [Cl:1][C:2]1[CH:3]=[CH:4][C:5]([C:6]([N:8]2[CH2:14][C:13]3[CH:15]=[CH:16][CH:17]=[CH:18][C:12]=3[N:11]([CH2:19][CH2:20][CH:21]3[CH2:26][CH2:25][N:24]([C:32]4[NH:36][CH2:35][CH2:34][N:33]=4)[CH2:23][CH2:22]3)[C:10](=[O:27])[CH2:9]2)=[O:7])=[CH:28][CH:29]=1. (6) Given the reactants [CH3:1][C:2]1[CH:17]=[C:16]([CH3:18])[CH:15]=[C:14]([CH3:19])[C:3]=1[CH2:4][S:5][CH:6]1[CH2:12][CH2:11][CH2:10][NH:9][C:8](=O)[CH2:7]1.[NH4+].[Cl-], predict the reaction product. The product is: [CH3:1][C:2]1[CH:17]=[C:16]([CH3:18])[CH:15]=[C:14]([CH3:19])[C:3]=1[CH2:4][S:5][CH:6]1[CH2:12][CH2:11][CH2:10][NH:9][CH2:8][CH2:7]1. (7) Given the reactants [F:1][C:2]1[CH:3]=[C:4]([CH:41]=[CH:42][CH:43]=1)[CH2:5][N:6]1[CH:10]=[C:9]([C:11]2[C:19]3[C:14](=[N:15][CH:16]=[C:17]([C:20]4[CH:21]=[C:22]([O:39][CH3:40])[C:23]([N:26]5[CH2:31][CH2:30][N:29](C(OC(C)(C)C)=O)[CH2:28][CH2:27]5)=[N:24][CH:25]=4)[CH:18]=3)[NH:13][CH:12]=2)[CH:8]=[N:7]1, predict the reaction product. The product is: [F:1][C:2]1[CH:3]=[C:4]([CH:41]=[CH:42][CH:43]=1)[CH2:5][N:6]1[CH:10]=[C:9]([C:11]2[C:19]3[C:14](=[N:15][CH:16]=[C:17]([C:20]4[CH:25]=[N:24][C:23]([N:26]5[CH2:27][CH2:28][NH:29][CH2:30][CH2:31]5)=[C:22]([O:39][CH3:40])[CH:21]=4)[CH:18]=3)[NH:13][CH:12]=2)[CH:8]=[N:7]1. (8) Given the reactants [C:1]([O:5][C:6]([N:8]1[CH2:13][CH2:12][N:11]([CH2:14][C:15]2[CH:20]=[CH:19][CH:18]=[CH:17][CH:16]=2)[CH2:10][CH2:9]1)=[O:7])([CH3:4])([CH3:3])[CH3:2].CN(C)CCN(C)C.C([Li])(CC)C.Br[CH2:35][C:36]1[CH:45]=[CH:44][C:43]2[C:38](=[CH:39][CH:40]=[CH:41][CH:42]=2)[CH:37]=1, predict the reaction product. The product is: [C:1]([O:5][C:6]([N:8]1[CH2:9][CH2:10][N:11]([CH2:14][C:15]2[CH:20]=[CH:19][CH:18]=[CH:17][CH:16]=2)[CH2:12][CH:13]1[CH2:35][C:36]1[CH:45]=[CH:44][C:43]2[C:38](=[CH:39][CH:40]=[CH:41][CH:42]=2)[CH:37]=1)=[O:7])([CH3:4])([CH3:2])[CH3:3]. (9) Given the reactants [F:1][C:2]1[C:11]([N+:12]([O-])=O)=[CH:10][CH:9]=[CH:8][C:3]=1[C:4]([O:6][CH3:7])=[O:5].O.NN, predict the reaction product. The product is: [NH2:12][C:11]1[C:2]([F:1])=[C:3]([CH:8]=[CH:9][CH:10]=1)[C:4]([O:6][CH3:7])=[O:5].